Task: Regression. Given a peptide amino acid sequence and an MHC pseudo amino acid sequence, predict their binding affinity value. This is MHC class II binding data.. Dataset: Peptide-MHC class II binding affinity with 134,281 pairs from IEDB (1) The peptide sequence is RDLLLIVTRIVELLGR. The MHC is HLA-DPA10103-DPB10401 with pseudo-sequence HLA-DPA10103-DPB10401. The binding affinity (normalized) is 0.439. (2) The binding affinity (normalized) is 0. The MHC is DRB3_0101 with pseudo-sequence DRB3_0101. The peptide sequence is IRPGLLIGFGLRTLW. (3) The peptide sequence is YHFDLSGHAFGAMAK. The MHC is DRB1_1501 with pseudo-sequence DRB1_1501. The binding affinity (normalized) is 0.352. (4) The peptide sequence is LVLDFCDDALIEGIT. The MHC is DRB1_0701 with pseudo-sequence DRB1_0701. The binding affinity (normalized) is 0.192.